Regression. Given a peptide amino acid sequence and an MHC pseudo amino acid sequence, predict their binding affinity value. This is MHC class I binding data. From a dataset of Peptide-MHC class I binding affinity with 185,985 pairs from IEDB/IMGT. (1) The binding affinity (normalized) is 0.420. The MHC is HLA-A02:01 with pseudo-sequence HLA-A02:01. The peptide sequence is SLIYYQNEVT. (2) The peptide sequence is YTASVVAAY. The MHC is HLA-C15:02 with pseudo-sequence YYAGYRENYRQTDVNKLYIRYDLYTWAELAYTWY. The binding affinity (normalized) is 0.0847. (3) The peptide sequence is HEEFTTNYL. The MHC is HLA-A02:01 with pseudo-sequence HLA-A02:01. The binding affinity (normalized) is 0.0847. (4) The MHC is HLA-C04:01 with pseudo-sequence HLA-C04:01. The binding affinity (normalized) is 0.213. The peptide sequence is ETTNWLWAF.